This data is from Reaction yield outcomes from USPTO patents with 853,638 reactions. The task is: Predict the reaction yield, written as a fraction of the theoretical maximum amount of product (1.0 means a 100% yield; for example, 0.34 means a 34% yield). (1) The reactants are Cl[C:2]1[CH:7]=[CH:6][N:5]=[C:4]([C:8]2[CH:13]=[CH:12][CH:11]=[CH:10][CH:9]=2)[N:3]=1.[NH2:14][C@@H:15]1[CH2:19][CH2:18][N:17]([C:20]([C:22]2[CH:27]=[C:26]([CH3:28])[CH:25]=[CH:24][C:23]=2[C:29]([F:32])([F:31])[F:30])=[O:21])[CH2:16]1.C([O-])([O-])=O.[K+].[K+]. The catalyst is CN(C)C(=O)C. The product is [CH3:28][C:26]1[CH:25]=[CH:24][C:23]([C:29]([F:32])([F:30])[F:31])=[C:22]([C:20]([N:17]2[CH2:18][CH2:19][C@@H:15]([NH:14][C:2]3[CH:7]=[CH:6][N:5]=[C:4]([C:8]4[CH:13]=[CH:12][CH:11]=[CH:10][CH:9]=4)[N:3]=3)[CH2:16]2)=[O:21])[CH:27]=1. The yield is 0.460. (2) The reactants are [CH:1]([C:4]1[N:5]=[C:6]([C:9]2[CH:18]=[C:17]([O:19][CH:20]3[CH2:38][CH:37]4[N:22]([C:23](=[O:52])[N:24]([CH2:43][C:44]5[CH:49]=[CH:48][C:47]([O:50][CH3:51])=[CH:46][CH:45]=5)[CH2:25][CH2:26][CH2:27][CH2:28][CH2:29][CH:30]=[CH:31][CH:32]5[C:34]([C:40]([OH:42])=O)([NH:35][C:36]4=[O:39])[CH2:33]5)[CH2:21]3)[C:16]3[C:11](=[C:12]([CH3:55])[C:13]([O:53][CH3:54])=[CH:14][CH:15]=3)[N:10]=2)[S:7][CH:8]=1)([CH3:3])[CH3:2].C(Cl)CCl.O1CCNC1=O.C1(C[S:70]([NH2:73])(=[O:72])=[O:71])CC1.[CH2:74]1[CH2:84][CH2:83]N2C(=NCCC2)C[CH2:75]1. The catalyst is ClCCl. The product is [CH:1]([C:4]1[N:5]=[C:6]([C:9]2[CH:18]=[C:17]([O:19][CH:20]3[CH2:38][CH:37]4[N:22]([C:23](=[O:52])[N:24]([CH2:43][C:44]5[CH:49]=[CH:48][C:47]([O:50][CH3:51])=[CH:46][CH:45]=5)[CH2:25][CH2:26][CH2:27][CH2:28][CH2:29][CH:30]=[CH:31][CH:32]5[C:34]([C:40]([NH:73][S:70]([C:74]6([CH3:75])[CH2:83][CH2:84]6)(=[O:72])=[O:71])=[O:42])([NH:35][C:36]4=[O:39])[CH2:33]5)[CH2:21]3)[C:16]3[C:11](=[C:12]([CH3:55])[C:13]([O:53][CH3:54])=[CH:14][CH:15]=3)[N:10]=2)[S:7][CH:8]=1)([CH3:2])[CH3:3]. The yield is 0.440. (3) The reactants are Br[C:2]1[CH:7]=[CH:6][C:5]([N+:8]([O-:10])=[O:9])=[CH:4][N:3]=1.[C:11]1(B(O)O)[CH:16]=[CH:15][CH:14]=[CH:13][CH:12]=1.[O-]P([O-])([O-])=O.[K+].[K+].[K+]. The catalyst is O1CCOCC1.O.C1C=CC([P]([Pd]([P](C2C=CC=CC=2)(C2C=CC=CC=2)C2C=CC=CC=2)([P](C2C=CC=CC=2)(C2C=CC=CC=2)C2C=CC=CC=2)[P](C2C=CC=CC=2)(C2C=CC=CC=2)C2C=CC=CC=2)(C2C=CC=CC=2)C2C=CC=CC=2)=CC=1. The product is [N+:8]([C:5]1[CH:6]=[CH:7][C:2]([C:11]2[CH:16]=[CH:15][CH:14]=[CH:13][CH:12]=2)=[N:3][CH:4]=1)([O-:10])=[O:9]. The yield is 0.850. (4) The reactants are [Cl:1][C:2]1[N:3]=[C:4]2[C:9](=[CH:10][CH:11]=1)[N:8]=[CH:7][C:6]([C:12](=[O:14])[CH3:13])=[C:5]2[NH:15][C:16]1[CH:21]=[CH:20][C:19]([CH2:22][N:23]2[CH2:28][CH2:27][N:26]([CH3:29])[CH2:25][CH2:24]2)=[CH:18][CH:17]=1.[Cl:30][C:31]1[CH:36]=[C:35](B2OC(C)(C)C(C)(C)O2)[CH:34]=[C:33]([F:46])[C:32]=1[OH:47].C1(N)C(F)=C(F)C(F)=C(N)C=1F.[ClH:60].Cl. No catalyst specified. The product is [ClH:1].[ClH:30].[ClH:60].[Cl:30][C:31]1[CH:36]=[C:35]([C:2]2[N:3]=[C:4]3[C:9](=[CH:10][CH:11]=2)[N:8]=[CH:7][C:6]([C:12](=[O:14])[CH3:13])=[C:5]3[NH:15][C:16]2[CH:21]=[CH:20][C:19]([CH2:22][N:23]3[CH2:28][CH2:27][N:26]([CH3:29])[CH2:25][CH2:24]3)=[CH:18][CH:17]=2)[CH:34]=[C:33]([F:46])[C:32]=1[OH:47]. The yield is 0.930. (5) The reactants are [CH2:1]([O:8][C:9]1[C:14](=[O:15])[CH:13]=[CH:12]O[C:10]=1[CH3:16])[C:2]1[CH:7]=[CH:6][CH:5]=[CH:4][CH:3]=1.Cl.[F:18][C:19]([F:23])([F:22])[CH2:20][NH2:21]. The catalyst is N1C=CC=CC=1. The product is [CH2:1]([O:8][C:9]1[C:14](=[O:15])[CH:13]=[CH:12][N:21]([CH2:20][C:19]([F:23])([F:22])[F:18])[C:10]=1[CH3:16])[C:2]1[CH:3]=[CH:4][CH:5]=[CH:6][CH:7]=1. The yield is 0.600.